From a dataset of Full USPTO retrosynthesis dataset with 1.9M reactions from patents (1976-2016). Predict the reactants needed to synthesize the given product. (1) Given the product [OH:45][CH2:44][CH2:43][N:37]1[CH2:42][CH2:41][N:40]([CH2:35][CH2:34][O:33][C:27]2[CH:26]=[C:25]3[C:30]([C:21]([S:20][C:16]4[CH:15]=[C:14]([NH:13][C:11](=[O:12])[NH2:10])[CH:19]=[CH:18][CH:17]=4)=[N:22][CH:23]=[N:24]3)=[CH:29][C:28]=2[O:31][CH3:32])[CH2:39][CH2:38]1, predict the reactants needed to synthesize it. The reactants are: C(C1ON=C([NH:10][C:11]([NH:13][C:14]2[CH:19]=[CH:18][CH:17]=[C:16]([S:20][C:21]3[C:30]4[C:25](=[CH:26][C:27]([O:33][CH2:34][CH2:35]Cl)=[C:28]([O:31][CH3:32])[CH:29]=4)[N:24]=[CH:23][N:22]=3)[CH:15]=2)=[O:12])C=1)(C)(C)C.[N:37]1([CH2:43][CH2:44][OH:45])[CH2:42][CH2:41][NH:40][CH2:39][CH2:38]1.C(N(C(C)C)CC)(C)C. (2) Given the product [OH:2][CH2:1][C:3]1[CH:8]=[CH:7][C:6]([C:9]([O:11][C@H:12]2[C@H:32]([O:33][CH3:34])[C@@H:31]([C:35]([O:37][CH3:38])=[O:36])[C@@H:30]3[C@@H:14]([CH2:15][N:16]4[C@H:28]([CH2:29]3)[C:27]3[NH:26][C:25]5[C:20](=[CH:21][CH:22]=[C:23]([O:39][CH3:40])[CH:24]=5)[C:19]=3[CH2:18][CH2:17]4)[CH2:13]2)=[O:10])=[CH:5][CH:4]=1, predict the reactants needed to synthesize it. The reactants are: [CH:1]([C:3]1[CH:8]=[CH:7][C:6]([C:9]([O:11][C@H:12]2[C@H:32]([O:33][CH3:34])[C@@H:31]([C:35]([O:37][CH3:38])=[O:36])[C@@H:30]3[C@@H:14]([CH2:15][N:16]4[C@H:28]([CH2:29]3)[C:27]3[NH:26][C:25]5[C:20](=[CH:21][CH:22]=[C:23]([O:39][CH3:40])[CH:24]=5)[C:19]=3[CH2:18][CH2:17]4)[CH2:13]2)=[O:10])=[CH:5][CH:4]=1)=[O:2].[BH4-].[Na+]. (3) The reactants are: Cl[C:2]1[N:7]=[C:6]([C:8]2[N:9]([CH:14]([CH3:16])[CH3:15])[C:10]([CH3:13])=[N:11][CH:12]=2)[C:5]([F:17])=[CH:4][N:3]=1.[NH2:18][CH:19]1[CH2:24][CH2:23][N:22]([C:25]([O:27][C:28]([CH3:31])([CH3:30])[CH3:29])=[O:26])[CH2:21][CH2:20]1. Given the product [F:17][C:5]1[C:6]([C:8]2[N:9]([CH:14]([CH3:16])[CH3:15])[C:10]([CH3:13])=[N:11][CH:12]=2)=[N:7][C:2]([NH:18][CH:19]2[CH2:20][CH2:21][N:22]([C:25]([O:27][C:28]([CH3:31])([CH3:30])[CH3:29])=[O:26])[CH2:23][CH2:24]2)=[N:3][CH:4]=1, predict the reactants needed to synthesize it.